From a dataset of Catalyst prediction with 721,799 reactions and 888 catalyst types from USPTO. Predict which catalyst facilitates the given reaction. (1) Product: [CH2:34]([O:38][C:39]([N:41]1[CH2:46][CH2:45][N:44]([C:10](=[O:11])[C@@H:9]([NH:8][C:6]([O:5][C:1]([CH3:4])([CH3:3])[CH3:2])=[O:7])[CH2:13][CH2:14][CH2:15][O:16][Si:17]([C:30]([CH3:33])([CH3:32])[CH3:31])([C:18]2[CH:23]=[CH:22][CH:21]=[CH:20][CH:19]=2)[C:24]2[CH:29]=[CH:28][CH:27]=[CH:26][CH:25]=2)[CH2:43][CH2:42]1)=[O:40])[CH2:35][CH2:36][CH3:37]. The catalyst class is: 39. Reactant: [C:1]([O:5][C:6]([NH:8][C@@H:9]([CH2:13][CH2:14][CH2:15][O:16][Si:17]([C:30]([CH3:33])([CH3:32])[CH3:31])([C:24]1[CH:29]=[CH:28][CH:27]=[CH:26][CH:25]=1)[C:18]1[CH:23]=[CH:22][CH:21]=[CH:20][CH:19]=1)[C:10](O)=[O:11])=[O:7])([CH3:4])([CH3:3])[CH3:2].[CH2:34]([O:38][C:39]([N:41]1[CH2:46][CH2:45][NH:44][CH2:43][CH2:42]1)=[O:40])[CH2:35][CH2:36][CH3:37].C(N1CCOCC1)C.[B-](F)(F)(F)F.CCOC(C(C#N)=NOC(N(C)C)=[N+](C)C)=O. (2) Reactant: [C:1]([CH:5]1[CH2:10][CH2:9][CH:8]([N:11]([CH2:24][C:25]2[CH:33]=[CH:32][C:28]([C:29]([OH:31])=O)=[CH:27][CH:26]=2)[C:12]2[N:16]([CH3:17])[C:15]3[CH:18]=[CH:19][C:20]([O:22][CH3:23])=[CH:21][C:14]=3[N:13]=2)[CH2:7][CH2:6]1)([CH3:4])([CH3:3])[CH3:2].O.[NH:35]1[C:39]([NH2:40])=[N:38][N:37]=[N:36]1.C1C=CC2N(O)N=NC=2C=1.CCN(C(C)C)C(C)C.C(Cl)CCl. Product: [C:1]([CH:5]1[CH2:10][CH2:9][CH:8]([N:11]([CH2:24][C:25]2[CH:26]=[CH:27][C:28]([C:29]([NH:40][C:39]3[NH:38][N:37]=[N:36][N:35]=3)=[O:31])=[CH:32][CH:33]=2)[C:12]2[N:16]([CH3:17])[C:15]3[CH:18]=[CH:19][C:20]([O:22][CH3:23])=[CH:21][C:14]=3[N:13]=2)[CH2:7][CH2:6]1)([CH3:3])([CH3:2])[CH3:4]. The catalyst class is: 3. (3) Reactant: Br[CH2:2][CH2:3][CH2:4][CH2:5][CH2:6][CH2:7][CH2:8][CH2:9][O:10][C:11]1[CH:16]=[CH:15][CH:14]=[C:13]([F:17])[CH:12]=1.[I-:18].[Na+].C(OCCCCCCCCCCN)CCCCC. Product: [F:17][C:13]1[CH:14]=[CH:15][CH:16]=[C:11]([O:10][CH2:9][CH2:8][CH2:7][CH2:6][CH2:5][CH2:4][CH2:3][CH2:2][I:18])[CH:12]=1. The catalyst class is: 21.